This data is from Reaction yield outcomes from USPTO patents with 853,638 reactions. The task is: Predict the reaction yield, written as a fraction of the theoretical maximum amount of product (1.0 means a 100% yield; for example, 0.34 means a 34% yield). (1) The reactants are Br[C:2]1[CH:7]=[CH:6][C:5]([C:8]2[N:9]([CH2:14][C@@H:15]3[CH2:19][CH2:18][N:17]([C:20]([CH:22]4[CH2:24][CH2:23]4)=[O:21])[CH2:16]3)[C:10](=[O:13])[NH:11][N:12]=2)=[C:4]([F:25])[CH:3]=1.[NH:26]1[C:34]2[C:29](=[CH:30][CH:31]=[C:32](B(O)O)[CH:33]=2)[CH:28]=[CH:27]1.C([O-])([O-])=O.[Cs+].[Cs+].O1CCOCC1. The catalyst is C1C=CC([P]([Pd]([P](C2C=CC=CC=2)(C2C=CC=CC=2)C2C=CC=CC=2)([P](C2C=CC=CC=2)(C2C=CC=CC=2)C2C=CC=CC=2)[P](C2C=CC=CC=2)(C2C=CC=CC=2)C2C=CC=CC=2)(C2C=CC=CC=2)C2C=CC=CC=2)=CC=1.O. The product is [CH:22]1([C:20]([N:17]2[CH2:18][CH2:19][C@@H:15]([CH2:14][N:9]3[C:8]([C:5]4[CH:6]=[CH:7][C:2]([C:32]5[CH:33]=[C:34]6[C:29]([CH:28]=[CH:27][NH:26]6)=[CH:30][CH:31]=5)=[CH:3][C:4]=4[F:25])=[N:12][NH:11][C:10]3=[O:13])[CH2:16]2)=[O:21])[CH2:24][CH2:23]1. The yield is 0.594. (2) The reactants are [C:1]([C:5]1[CH:10]=[CH:9][C:8]([C:11]2[N:12]=[C:13]3[CH:18]=[CH:17][CH:16]=[C:15]([N:19]4[CH2:24][CH2:23][NH:22][CH2:21][CH2:20]4)[N:14]3[CH:25]=2)=[CH:7][CH:6]=1)([CH3:4])([CH3:3])[CH3:2].Br[CH2:27][C:28]1[CH:29]=[C:30]2[C:35](=[CH:36][CH:37]=1)[N:34]=[CH:33][CH:32]=[N:31]2.C(N(C(C)C)CC)(C)C. The catalyst is CS(C)=O.C(OCC)(=O)C. The product is [C:1]([C:5]1[CH:10]=[CH:9][C:8]([C:11]2[N:12]=[C:13]3[CH:18]=[CH:17][CH:16]=[C:15]([N:19]4[CH2:24][CH2:23][N:22]([CH2:27][C:28]5[CH:29]=[C:30]6[C:35](=[CH:36][CH:37]=5)[N:34]=[CH:33][CH:32]=[N:31]6)[CH2:21][CH2:20]4)[N:14]3[CH:25]=2)=[CH:7][CH:6]=1)([CH3:4])([CH3:2])[CH3:3]. The yield is 0.290. (3) The reactants are [C:1]1([C:7]2[O:11][N:10]=[C:9]([C:12]([NH:14][CH2:15][C:16]([OH:18])=O)=[O:13])[CH:8]=2)[CH:6]=[CH:5][CH:4]=[CH:3][CH:2]=1.CCN(C(C)C)C(C)C.C1C=CC2N(O)N=NC=2C=1.CCN=C=NCCCN(C)C.Cl.Cl.[Br:51][C:52]1[CH:57]=[CH:56][CH:55]=[CH:54][C:53]=1[N:58]([CH3:65])[CH:59]1[CH2:64][CH2:63][NH:62][CH2:61][CH2:60]1. The catalyst is CN(C=O)C.O. The product is [Br:51][C:52]1[CH:57]=[CH:56][CH:55]=[CH:54][C:53]=1[N:58]([CH3:65])[CH:59]1[CH2:64][CH2:63][N:62]([C:16](=[O:18])[CH2:15][NH:14][C:12]([C:9]2[CH:8]=[C:7]([C:1]3[CH:2]=[CH:3][CH:4]=[CH:5][CH:6]=3)[O:11][N:10]=2)=[O:13])[CH2:61][CH2:60]1. The yield is 0.350. (4) The catalyst is ClCCl. The product is [OH:34][C:31]1[CH:32]=[CH:33][C:28]([C:11]2[CH2:16][CH2:15][CH:14]([NH:17][C:18](=[O:27])[CH2:19][CH2:20][C:21]3[CH:22]=[CH:23][CH:24]=[CH:25][CH:26]=3)[CH2:13][CH:12]=2)=[N:29][CH:30]=1. The yield is 0.0400. The reactants are C(N(S(F)(F)F)CC)C.O[C:11]1([C:28]2[CH:33]=[CH:32][C:31]([OH:34])=[CH:30][N:29]=2)[CH2:16][CH2:15][CH:14]([NH:17][C:18](=[O:27])[CH2:19][CH2:20][C:21]2[CH:26]=[CH:25][CH:24]=[CH:23][CH:22]=2)[CH2:13][CH2:12]1. (5) The reactants are [C:1]([NH:14][C@H:15]([C:19]([OH:21])=O)[CH:16]([CH3:18])[CH3:17])(=[O:13])[CH2:2][CH2:3][CH2:4][CH2:5][CH2:6][CH2:7][CH2:8][CH2:9][CH2:10][CH2:11][CH3:12].O.ON1C(=O)CCC1=O.C(Cl)(Cl)Cl.[CH:35]1([NH2:41])[CH2:40][CH2:39][CH2:38][CH2:37][CH2:36]1. The catalyst is C(OCC)(=O)C.C(N(CC)CC)C. The product is [CH:35]1([NH:41][C:19](=[O:21])[C@H:15]([CH:16]([CH3:17])[CH3:18])[NH:14][C:1](=[O:13])[CH2:2][CH2:3][CH2:4][CH2:5][CH2:6][CH2:7][CH2:8][CH2:9][CH2:10][CH2:11][CH3:12])[CH2:40][CH2:39][CH2:38][CH2:37][CH2:36]1. The yield is 0.440.